Dataset: Forward reaction prediction with 1.9M reactions from USPTO patents (1976-2016). Task: Predict the product of the given reaction. (1) Given the reactants [CH2:1]([C@:3]1([OH:11])[CH2:7][CH2:6][NH:5][C@H:4]1[CH:8]([CH3:10])[CH3:9])[CH3:2].[Cl:12][C:13]1[CH:20]=[C:19](F)[CH:18]=[CH:17][C:14]=1[C:15]#[N:16].C(=O)([O-])[O-].[Li+].[Li+], predict the reaction product. The product is: [Cl:12][C:13]1[CH:20]=[C:19]([N:5]2[CH2:6][CH2:7][C@:3]([CH2:1][CH3:2])([OH:11])[C@@H:4]2[CH:8]([CH3:10])[CH3:9])[CH:18]=[CH:17][C:14]=1[C:15]#[N:16]. (2) Given the reactants [CH:1]1([NH:6][C:7]2[N:12]=[C:11]([C:13]3[C:14]([C:22]4[CH:27]=[CH:26][N:25]=[C:24]([NH:28][CH:29]([CH3:31])[CH3:30])[CH:23]=4)=[N:15][N:16]4[CH:21]=[CH:20][CH:19]=[CH:18][C:17]=34)[CH:10]=[CH:9][N:8]=2)[CH2:5][CH2:4][CH2:3][CH2:2]1.C([Li])CCC.C(Cl)(Cl)(Cl)[Cl:38], predict the reaction product. The product is: [Cl:38][C:21]1[N:16]2[N:15]=[C:14]([C:22]3[CH:27]=[CH:26][N:25]=[C:24]([NH:28][CH:29]([CH3:31])[CH3:30])[CH:23]=3)[C:13]([C:11]3[CH:10]=[CH:9][N:8]=[C:7]([NH:6][CH:1]4[CH2:2][CH2:3][CH2:4][CH2:5]4)[N:12]=3)=[C:17]2[CH:18]=[CH:19][CH:20]=1.